Dataset: Reaction yield outcomes from USPTO patents with 853,638 reactions. Task: Predict the reaction yield, written as a fraction of the theoretical maximum amount of product (1.0 means a 100% yield; for example, 0.34 means a 34% yield). The reactants are [H-].[Na+].[NH:3]1[C:7]2=[N:8][CH:9]=[CH:10][CH:11]=[C:6]2[CH:5]=[CH:4]1.[CH3:12][Si:13]([CH2:16][CH2:17][O:18][CH2:19]Cl)([CH3:15])[CH3:14]. The catalyst is CN(C=O)C. The product is [CH3:12][Si:13]([CH3:15])([CH3:14])[CH2:16][CH2:17][O:18][CH2:19][N:3]1[C:7]2=[N:8][CH:9]=[CH:10][CH:11]=[C:6]2[CH:5]=[CH:4]1. The yield is 0.740.